From a dataset of Full USPTO retrosynthesis dataset with 1.9M reactions from patents (1976-2016). Predict the reactants needed to synthesize the given product. (1) Given the product [CH3:18][N:15]1[CH2:16][CH2:17][CH:12]([C:10]2[N:2]=[C:1]([C:19]3[CH:24]=[CH:23][CH:22]=[CH:21][CH:20]=3)[C:3]3[C:4](=[CH:5][CH:6]=[CH:7][CH:8]=3)[N:9]=2)[CH2:13][CH2:14]1, predict the reactants needed to synthesize it. The reactants are: [C:1]([C:3]1[CH:8]=[CH:7][CH:6]=[CH:5][C:4]=1[NH:9][C:10]([CH:12]1[CH2:17][CH2:16][N:15]([CH3:18])[CH2:14][CH2:13]1)=O)#[N:2].[C:19]1([Mg]Br)[CH:24]=[CH:23][CH:22]=[CH:21][CH:20]=1.[Cl-].[NH4+]. (2) Given the product [C:1]1([CH:7]([C:11]2[CH:16]=[CH:15][CH:14]=[CH:13][CH:12]=2)[C:8]([NH:17][CH2:18][CH2:19][CH2:20][N:21]2[CH2:22][CH2:23][CH:24]([C:27]3[CH:28]=[CH:29][C:30]([F:39])=[C:31]([NH:33][C:34](=[O:38])[CH:35]([CH3:37])[CH3:36])[CH:32]=3)[CH2:25][CH2:26]2)=[O:9])[CH:6]=[CH:5][CH:4]=[CH:3][CH:2]=1, predict the reactants needed to synthesize it. The reactants are: [C:1]1([CH:7]([C:11]2[CH:16]=[CH:15][CH:14]=[CH:13][CH:12]=2)[C:8](Cl)=[O:9])[CH:6]=[CH:5][CH:4]=[CH:3][CH:2]=1.[NH2:17][CH2:18][CH2:19][CH2:20][N:21]1[CH2:26][CH2:25][CH:24]([C:27]2[CH:28]=[CH:29][C:30]([F:39])=[C:31]([NH:33][C:34](=[O:38])[CH:35]([CH3:37])[CH3:36])[CH:32]=2)[CH2:23][CH2:22]1. (3) Given the product [O:13]([C:20]1[CH:21]=[C:22]([CH:25]=[CH:26][CH:27]=1)[CH2:23][N:24]1[CH2:10][C:5]2[C:4](=[CH:9][CH:8]=[CH:7][CH:6]=2)[C:3]1=[O:12])[C:14]1[CH:15]=[CH:16][CH:17]=[CH:18][CH:19]=1, predict the reactants needed to synthesize it. The reactants are: CO[C:3](=[O:12])[C:4]1[CH:9]=[CH:8][CH:7]=[CH:6][C:5]=1[CH2:10]Br.[O:13]([C:20]1[CH:21]=[C:22]([CH:25]=[CH:26][CH:27]=1)[CH2:23][NH2:24])[C:14]1[CH:19]=[CH:18][CH:17]=[CH:16][CH:15]=1.C([O-])([O-])=O.[K+].[K+].C(OCC)(=O)C. (4) Given the product [C:9]([O:13][C:14]([CH2:16][NH:17][CH:18]([CH:29]([C:28]1[CH:31]=[CH:32][CH:33]=[CH:34][C:27]=1[N+:24]([O-:26])=[O:25])[O:30][Si:36]([CH3:38])([CH3:37])[CH3:35])[C:19]([O:21][CH2:22][CH3:23])=[O:20])=[O:15])([CH3:12])([CH3:11])[CH3:10], predict the reactants needed to synthesize it. The reactants are: C([N-]C(C)C)(C)C.[Li+].[C:9]([O:13][C:14]([CH2:16][NH:17][CH2:18][C:19]([O:21][CH2:22][CH3:23])=[O:20])=[O:15])([CH3:12])([CH3:11])[CH3:10].[N+:24]([C:27]1[CH:34]=[CH:33][CH:32]=[CH:31][C:28]=1[CH:29]=[O:30])([O-:26])=[O:25].[CH3:35][Si:36](Cl)([CH3:38])[CH3:37]. (5) Given the product [CH3:1][O:2][C:3](=[O:12])[CH2:4][C:5]1[CH:10]=[CH:9][C:8]([C:77]2[CH:78]=[CH:79][C:74]([C:52]([CH2:53][CH3:54])([C:55]3[CH:60]=[CH:59][C:58]([C:61]#[C:62][C:63]4([O:68][Si:69]([CH3:71])([CH3:72])[CH3:70])[CH2:67][CH2:66][CH2:65][CH2:64]4)=[C:57]([CH3:73])[CH:56]=3)[CH2:50][CH3:51])=[CH:75][C:76]=2[CH3:89])=[CH:7][CH:6]=1, predict the reactants needed to synthesize it. The reactants are: [CH3:1][O:2][C:3](=[O:12])[CH2:4][C:5]1[CH:10]=[CH:9][C:8](Br)=[CH:7][CH:6]=1.C1(P(C2CCCCC2)C2C=CC=CC=2C2C(OC)=CC=CC=2OC)CCCCC1.P([O-])([O-])([O-])=O.[K+].[K+].[K+].[CH2:50]([C:52]([C:74]1[CH:79]=[CH:78][C:77](B2OC(C)(C)C(C)(C)O2)=[C:76]([CH3:89])[CH:75]=1)([C:55]1[CH:60]=[CH:59][C:58]([C:61]#[C:62][C:63]2([O:68][Si:69]([CH3:72])([CH3:71])[CH3:70])[CH2:67][CH2:66][CH2:65][CH2:64]2)=[C:57]([CH3:73])[CH:56]=1)[CH2:53][CH3:54])[CH3:51].C(=O)(O)[O-].[Na+].